Dataset: Full USPTO retrosynthesis dataset with 1.9M reactions from patents (1976-2016). Task: Predict the reactants needed to synthesize the given product. (1) Given the product [CH2:1]([CH:3]([C:7]1[C:12]2[N:13]([CH3:17])[C:14](=[O:16])[NH:15][C:11]=2[CH:10]=[CH:9][CH:8]=1)[CH2:4][CH3:5])[CH3:2], predict the reactants needed to synthesize it. The reactants are: [CH2:1]([C:3]([C:7]1[C:12]2[N:13]([CH3:17])[C:14](=[O:16])[NH:15][C:11]=2[CH:10]=[CH:9][CH:8]=1)(O)[CH2:4][CH3:5])[CH3:2].Cl. (2) Given the product [CH2:24]([O:31][CH2:32][N:33]1[C:37]([CH2:38][NH:1][C:2]2[CH:3]=[C:4]3[C:9](=[C:10]([Cl:12])[CH:11]=2)[N:8]=[CH:7][C:6]([C:13]#[N:14])=[C:5]3[NH:15][C:16]2[CH:21]=[CH:20][C:19]([F:22])=[C:18]([Cl:23])[CH:17]=2)=[C:36]([C:40]#[C:41][CH2:42][OH:43])[N:35]=[CH:34]1)[C:25]1[CH:30]=[CH:29][CH:28]=[CH:27][CH:26]=1, predict the reactants needed to synthesize it. The reactants are: [NH2:1][C:2]1[CH:3]=[C:4]2[C:9](=[C:10]([Cl:12])[CH:11]=1)[N:8]=[CH:7][C:6]([C:13]#[N:14])=[C:5]2[NH:15][C:16]1[CH:21]=[CH:20][C:19]([F:22])=[C:18]([Cl:23])[CH:17]=1.[CH2:24]([O:31][CH2:32][N:33]1[C:37]([CH:38]=O)=[C:36]([C:40]#[C:41][CH2:42][OH:43])[N:35]=[CH:34]1)[C:25]1[CH:30]=[CH:29][CH:28]=[CH:27][CH:26]=1.[BH3-]C#N.[Na+]. (3) Given the product [F:1][CH:2]([F:23])[O:3][C:4]1[CH:9]=[CH:8][C:7]([C:10]2[CH:18]=[CH:17][CH:16]=[C:15]3[C:11]=2[CH2:12][CH2:13][C:14]3=[O:19])=[C:6]([O:20][CH2:31][C:32]2[CH:33]=[CH:34][C:35]([S:38]([CH3:41])(=[O:40])=[O:39])=[CH:36][CH:37]=2)[C:5]=1[O:21][CH3:22], predict the reactants needed to synthesize it. The reactants are: [F:1][CH:2]([F:23])[O:3][C:4]1[CH:9]=[CH:8][C:7]([C:10]2[CH:18]=[CH:17][CH:16]=[C:15]3[C:11]=2[CH2:12][CH2:13][C:14]3=[O:19])=[C:6]([OH:20])[C:5]=1[O:21][CH3:22].C(=O)([O-])[O-].[K+].[K+].Br[CH2:31][C:32]1[CH:37]=[CH:36][C:35]([S:38]([CH3:41])(=[O:40])=[O:39])=[CH:34][CH:33]=1. (4) Given the product [F:35][C:36]([F:41])([F:40])[C:37]([OH:39])=[O:38].[F:1][C:2]1[CH:3]=[C:4]([C:13]2[CH:14]=[CH:15][C:16]3[O:20][C:19]([CH:21]4[CH2:22][CH2:23][NH:24][CH2:25][CH2:26]4)=[N:18][C:17]=3[CH:34]=2)[CH:5]=[CH:6][C:7]=1[N:8]1[CH:12]=[N:11][N:10]=[N:9]1, predict the reactants needed to synthesize it. The reactants are: [F:1][C:2]1[CH:3]=[C:4]([C:13]2[CH:14]=[CH:15][C:16]3[O:20][C:19]([CH:21]4[CH2:26][CH2:25][N:24](C(OC(C)(C)C)=O)[CH2:23][CH2:22]4)=[N:18][C:17]=3[CH:34]=2)[CH:5]=[CH:6][C:7]=1[N:8]1[CH:12]=[N:11][N:10]=[N:9]1.[F:35][C:36]([F:41])([F:40])[C:37]([OH:39])=[O:38]. (5) The reactants are: C([O:4][C@H:5]([CH3:30])[C@H:6]([N:14]1[CH2:17][C:16]2([CH2:21][CH2:20][CH2:19][N:18]2[C:22]([O:24][C:25]([CH3:28])([CH3:27])[CH3:26])=[O:23])[C:15]1=[O:29])[C:7](=[O:13])[N:8]1[CH2:12][CH2:11][CH2:10][CH2:9]1)(=O)C. Given the product [OH:4][C@H:5]([CH3:30])[C@H:6]([N:14]1[CH2:17][C:16]2([CH2:21][CH2:20][CH2:19][N:18]2[C:22]([O:24][C:25]([CH3:27])([CH3:26])[CH3:28])=[O:23])[C:15]1=[O:29])[C:7](=[O:13])[N:8]1[CH2:12][CH2:11][CH2:10][CH2:9]1, predict the reactants needed to synthesize it. (6) Given the product [CH2:9]([O:16][C:17]1[CH:18]=[C:19]2[C:21]([C:7]3[CH:6]=[CH:5][CH:4]=[N:3][C:2]=3[NH:20]2)=[CH:22][CH:23]=1)[C:10]1[CH:11]=[CH:12][CH:13]=[CH:14][CH:15]=1, predict the reactants needed to synthesize it. The reactants are: Br[C:2]1[C:7](Br)=[CH:6][CH:5]=[CH:4][N:3]=1.[CH2:9]([O:16][C:17]1[CH:18]=[C:19]([CH:21]=[CH:22][CH:23]=1)[NH2:20])[C:10]1[CH:15]=[CH:14][CH:13]=[CH:12][CH:11]=1.C1C=CC(P(C2C=CC=CC=2)C2C=CC=CC=2)=CC=1.C1(P(C2CCCCC2)C2CCCCC2)CCCCC1.[H+].[B-](F)(F)(F)F.C1CCN2C(=NCCC2)CC1.